This data is from Forward reaction prediction with 1.9M reactions from USPTO patents (1976-2016). The task is: Predict the product of the given reaction. (1) Given the reactants [C:1]1(C2C=C(O)C=CC=2)[C:10]2[C:5](=[CH:6][CH:7]=[CH:8][CH:9]=2)[CH:4]=[CH:3][N:2]=1.C(=O)([O-])[O-].[K+].[K+].BrC1C=C(C2N(C3C(C(C)C)=CC=CC=3C(C)C)C=CN=2)C=CC=1, predict the reaction product. The product is: [CH:1]1[C:10]2[C:5](=[CH:6][CH:7]=[CH:8][CH:9]=2)[CH:4]=[CH:3][N:2]=1. (2) Given the reactants [Si:1]([O:8][C@@H:9]1[C@@:28]2([CH3:29])[C:13](=[CH:14][CH2:15][C@@H:16]3[C@@H:27]2[CH2:26][CH2:25][C@@:24]2([CH3:30])[C@H:17]3[CH2:18][CH2:19][C@:20]32[O:23][C@H:21]3[CH3:22])[CH2:12][C@@H:11]([O:31][Si:32]([C:35]([CH3:38])([CH3:37])[CH3:36])([CH3:34])[CH3:33])[CH2:10]1)([C:4]([CH3:7])([CH3:6])[CH3:5])([CH3:3])[CH3:2].N(C(C)(C)C#N)=NC(C)(C)C#N.CC1C=C(C)N=C(C)C=1, predict the reaction product. The product is: [Si:1]([O:8][C@@H:9]1[C@@:28]2([CH3:29])[C:13](=[CH:14][CH:15]=[C:16]3[C@@H:27]2[CH2:26][CH2:25][C@@:24]2([CH3:30])[C@H:17]3[CH2:18][CH:19]=[C:20]2[C@@H:21]([OH:23])[CH3:22])[CH2:12][C@@H:11]([O:31][Si:32]([C:35]([CH3:36])([CH3:38])[CH3:37])([CH3:33])[CH3:34])[CH2:10]1)([C:4]([CH3:7])([CH3:6])[CH3:5])([CH3:3])[CH3:2]. (3) Given the reactants [O:1]=[C:2]1[C:10]2[C:5](=[C:6]([C:11]([OH:13])=O)[CH:7]=[CH:8][CH:9]=2)[N:4]2[CH:14]=[CH:15][CH:16]=[C:3]12.[NH2:17][C:18]1[CH:19]=[N:20][CH:21]=[CH:22][C:23]=1[NH2:24].Cl.CN(C)CCCN=C=NCC.ON1C2C=CC=CC=2N=N1, predict the reaction product. The product is: [NH2:24][C:23]1[CH:22]=[CH:21][N:20]=[CH:19][C:18]=1[NH:17][C:11]([C:6]1[CH:7]=[CH:8][CH:9]=[C:10]2[C:5]=1[N:4]1[CH:14]=[CH:15][CH:16]=[C:3]1[C:2]2=[O:1])=[O:13]. (4) Given the reactants S([O-])(O)(=O)=O.[K+].C([O:9][C:10]1[O:11][CH2:12][C:13](=O)[C:14]=1C(OCC)=O)C.[Cl:21][C:22]1[N:27]=[CH:26][C:25]([CH2:28][NH:29][CH2:30][CH:31]([F:33])[F:32])=[CH:24][CH:23]=1, predict the reaction product. The product is: [Cl:21][C:22]1[N:27]=[CH:26][C:25]([CH2:28][N:29]([CH2:30][CH:31]([F:33])[F:32])[C:13]2[CH2:12][O:11][C:10](=[O:9])[CH:14]=2)=[CH:24][CH:23]=1. (5) Given the reactants [CH:1]([NH:3][NH2:4])=[O:2].[Br:5][C:6]1[CH:7]=[C:8]([C:17]#[N:18])[C:9]([NH:12]C(=O)OC)=[N:10][CH:11]=1.[CH3:19]N1CCCC1=O, predict the reaction product. The product is: [Br:5][C:6]1[CH:11]=[N:10][C:9]2[NH:12][C:1](=[O:2])[N:3]3[N:4]=[CH:19][N:18]=[C:17]3[C:8]=2[CH:7]=1. (6) Given the reactants [CH3:1][S:2][C:3]([NH:5][C:6](=[O:12])[O:7][C:8]([CH3:11])([CH3:10])[CH3:9])=[NH:4].[CH3:13][O:14][C:15]1[CH:20]=[CH:19][C:18]([C:21]2[C:25]([C:26](O)=[O:27])=[C:24]([CH3:29])[O:23][N:22]=2)=[CH:17][CH:16]=1.CCN=C=NCCCN(C)C.CCN(C(C)C)C(C)C, predict the reaction product. The product is: [CH3:13][O:14][C:15]1[CH:16]=[CH:17][C:18]([C:21]2[C:25]([C:26]([N:5]([C:3]([S:2][CH3:1])=[NH:4])[C:6](=[O:12])[O:7][C:8]([CH3:9])([CH3:11])[CH3:10])=[O:27])=[C:24]([CH3:29])[O:23][N:22]=2)=[CH:19][CH:20]=1.